Dataset: Forward reaction prediction with 1.9M reactions from USPTO patents (1976-2016). Task: Predict the product of the given reaction. (1) Given the reactants C(OC(=O)[NH:7][CH2:8][CH2:9][C:10]1[O:14][N:13]=[C:12]([CH:15]2[CH2:17][CH2:16]2)[N:11]=1)(C)(C)C.[ClH:19], predict the reaction product. The product is: [ClH:19].[CH:15]1([C:12]2[N:11]=[C:10]([CH2:9][CH2:8][NH2:7])[O:14][N:13]=2)[CH2:17][CH2:16]1. (2) Given the reactants [CH3:1][C:2]1[CH:7]=[CH:6][C:5]([C:8]2[C:13]3[CH2:14][CH:15]([CH2:17][N:18]=[N+]=[N-])[O:16][C:12]=3[CH:11]=[CH:10][CH:9]=2)=[CH:4][CH:3]=1, predict the reaction product. The product is: [CH3:1][C:2]1[CH:3]=[CH:4][C:5]([C:8]2[C:13]3[CH2:14][CH:15]([CH2:17][NH2:18])[O:16][C:12]=3[CH:11]=[CH:10][CH:9]=2)=[CH:6][CH:7]=1. (3) Given the reactants C[N+]([O-:5])(C)C.ClCCl.CS(C)=O.Cl[CH2:14][C:15]1[N:16]=[C:17]([C:20]2[CH:25]=[CH:24][C:23]([O:26][CH2:27][CH2:28][CH2:29][Cl:30])=[CH:22][CH:21]=2)[O:18][CH:19]=1, predict the reaction product. The product is: [Cl:30][CH2:29][CH2:28][CH2:27][O:26][C:23]1[CH:24]=[CH:25][C:20]([C:17]2[O:18][CH:19]=[C:15]([CH:14]=[O:5])[N:16]=2)=[CH:21][CH:22]=1. (4) Given the reactants [F:1][C:2]1[CH:3]=[C:4]2[C:10]([CH:11]=[O:12])=[CH:9][NH:8][C:5]2=[N:6][CH:7]=1.[C:13](O[C:21]([O:23][C:24]([CH3:27])([CH3:26])C)=O)([O:15][C:16]([CH3:19])([CH3:18])[CH3:17])=[O:14].[C:28](#[N:30])[CH3:29], predict the reaction product. The product is: [F:1][C:2]1[CH:3]=[C:4]2[C:10]([CH:11]=[O:12])=[CH:9][N:8]([C:13]([O:15][C:16]([CH3:19])([CH3:18])[CH3:17])=[O:14])[C:5]2=[N:6][CH:7]=1.[F:1][C:2]1[CH:3]=[C:4]2[C:10]([C:11](=[O:12])[CH:28]([NH:30][C:9]3[CH:10]=[CH:11][CH:26]=[C:24]([O:23][CH3:21])[CH:27]=3)[C:29]3[CH:5]=[CH:4][CH:3]=[CH:2][CH:7]=3)=[CH:9][NH:8][C:5]2=[N:6][CH:7]=1.